This data is from Reaction yield outcomes from USPTO patents with 853,638 reactions. The task is: Predict the reaction yield, written as a fraction of the theoretical maximum amount of product (1.0 means a 100% yield; for example, 0.34 means a 34% yield). (1) The reactants are C([O:4][CH2:5][C:6](=[O:30])[NH:7][C:8]1[S:9][C:10]([C:13]2[CH:18]=[CH:17][CH:16]=[C:15]([NH:19][C:20]3[N:25]=[C:24]([C:26]([F:29])([F:28])[F:27])[CH:23]=[CH:22][N:21]=3)[CH:14]=2)=[CH:11][N:12]=1)(=O)C.C(=O)([O-])[O-].[K+].[K+]. The catalyst is CO. The product is [OH:4][CH2:5][C:6]([NH:7][C:8]1[S:9][C:10]([C:13]2[CH:18]=[CH:17][CH:16]=[C:15]([NH:19][C:20]3[N:25]=[C:24]([C:26]([F:27])([F:28])[F:29])[CH:23]=[CH:22][N:21]=3)[CH:14]=2)=[CH:11][N:12]=1)=[O:30]. The yield is 0.307. (2) The reactants are [N:1]1([CH2:7][CH2:8]O)[CH2:6][CH2:5][CH2:4][CH2:3][CH2:2]1.S(Cl)([Cl:12])=O. The catalyst is ClCCl. The product is [Cl:12][CH2:8][CH2:7][N:1]1[CH2:6][CH2:5][CH2:4][CH2:3][CH2:2]1. The yield is 0.400.